Dataset: Catalyst prediction with 721,799 reactions and 888 catalyst types from USPTO. Task: Predict which catalyst facilitates the given reaction. Reactant: [CH3:1][S:2]([NH:5][C:6]1[CH:7]=[C:8]2[C:12](=[CH:13][CH:14]=1)[C:11](=[O:15])[N:10]([CH2:16][C:17]([O:19][C:20]([CH3:23])([CH3:22])[CH3:21])=[O:18])[C:9]2=[O:24])(=[O:4])=[O:3].Cl.Cl[CH2:27][CH2:28][N:29]([CH3:31])[CH3:30].C(=O)([O-])[O-].[K+].[K+].[I-].[K+]. Product: [CH3:30][N:29]([CH3:31])[CH2:28][CH2:27][N:5]([C:6]1[CH:7]=[C:8]2[C:12](=[CH:13][CH:14]=1)[C:11](=[O:15])[N:10]([CH2:16][C:17]([O:19][C:20]([CH3:21])([CH3:23])[CH3:22])=[O:18])[C:9]2=[O:24])[S:2]([CH3:1])(=[O:3])=[O:4]. The catalyst class is: 21.